Dataset: TCR-epitope binding with 47,182 pairs between 192 epitopes and 23,139 TCRs. Task: Binary Classification. Given a T-cell receptor sequence (or CDR3 region) and an epitope sequence, predict whether binding occurs between them. The epitope is ITEEVGHTDLMAAY. The TCR CDR3 sequence is CASCWVGDGVYGYTF. Result: 0 (the TCR does not bind to the epitope).